Dataset: Reaction yield outcomes from USPTO patents with 853,638 reactions. Task: Predict the reaction yield, written as a fraction of the theoretical maximum amount of product (1.0 means a 100% yield; for example, 0.34 means a 34% yield). (1) The reactants are [Cl:1][C:2]1[CH:7]=[CH:6][C:5]([N:8]2[C:12](=[O:13])[C:11]([CH2:15][OH:16])([CH3:14])[NH:10][C:9]2=[O:17])=[CH:4][C:3]=1[C:18]([F:21])([F:20])[F:19].[CH3:22][S:23](Cl)(=[O:25])=[O:24]. The catalyst is C(Cl)Cl. The product is [Cl:1][C:2]1[CH:7]=[CH:6][C:5]([N:8]2[C:12](=[O:13])[C:11]([CH2:15][O:16][S:23]([CH3:22])(=[O:25])=[O:24])([CH3:14])[NH:10][C:9]2=[O:17])=[CH:4][C:3]=1[C:18]([F:19])([F:21])[F:20]. The yield is 0.850. (2) The reactants are [N:1]1([CH:7]2[CH2:12][CH2:11][CH:10]([O:13][C:14]3[C:25]4[C:24]5[C@@H:23]([CH2:26][CH2:27][OH:28])[CH2:22][CH2:21][C:20]=5[S:19][C:18]=4[N:17]=[CH:16][N:15]=3)[CH2:9][CH2:8]2)[CH2:6][CH2:5][O:4][CH2:3][CH2:2]1.CC(OI1(OC(C)=O)(OC(C)=O)OC(=O)C2C=CC=CC1=2)=O. The catalyst is ClCCl. The product is [N:1]1([CH:7]2[CH2:8][CH2:9][CH:10]([O:13][C:14]3[C:25]4[C:24]5[C@@H:23]([CH2:26][CH:27]=[O:28])[CH2:22][CH2:21][C:20]=5[S:19][C:18]=4[N:17]=[CH:16][N:15]=3)[CH2:11][CH2:12]2)[CH2:2][CH2:3][O:4][CH2:5][CH2:6]1. The yield is 0.750. (3) The product is [F:1][C:2]1[CH:7]=[CH:6][C:5]([CH:8]([C:18]2[CH:23]=[CH:22][C:21]([F:24])=[CH:20][CH:19]=2)[C@@H:9]([NH:13][C:14]([O:16][CH3:17])=[O:15])[C:10]([NH:49][CH:50]2[CH2:54][C:53]([F:56])([F:55])[CH2:52][CH:51]2[CH2:57][CH2:58][C@@H:59]2[N:64]([S:65]([C:68]3[CH:73]=[CH:72][CH:71]=[CH:70][CH:69]=3)(=[O:66])=[O:67])[CH2:63][CH2:62][N:61]([C:74]([O:76][CH2:77][C:78]3[CH:79]=[CH:80][CH:81]=[CH:82][CH:83]=3)=[O:75])[CH2:60]2)=[O:12])=[CH:4][CH:3]=1. The reactants are [F:1][C:2]1[CH:7]=[CH:6][C:5]([CH:8]([C:18]2[CH:23]=[CH:22][C:21]([F:24])=[CH:20][CH:19]=2)[CH:9]([NH:13][C:14]([O:16][CH3:17])=[O:15])[C:10]([OH:12])=O)=[CH:4][CH:3]=1.CN(C(ON1N=NC2C=CC=NC1=2)=[N+](C)C)C.F[P-](F)(F)(F)(F)F.[NH2:49][CH:50]1[CH2:54][C:53]([F:56])([F:55])[CH2:52][CH:51]1[CH2:57][CH2:58][C@@H:59]1[N:64]([S:65]([C:68]2[CH:73]=[CH:72][CH:71]=[CH:70][CH:69]=2)(=[O:67])=[O:66])[CH2:63][CH2:62][N:61]([C:74]([O:76][CH2:77][C:78]2[CH:83]=[CH:82][CH:81]=[CH:80][CH:79]=2)=[O:75])[CH2:60]1.CCN(C(C)C)C(C)C. The yield is 0.344. The catalyst is C(#N)C.CCOC(C)=O. (4) The catalyst is O.NN. The product is [CH2:1]([N:3]1[C:11]2[C:6](=[CH:7][CH:8]=[CH:9][CH:10]=2)[CH2:5][C:4]1=[O:13])[CH3:2]. The yield is 0.940. The reactants are [CH2:1]([N:3]1[C:11]2[C:6](=[CH:7][CH:8]=[CH:9][CH:10]=2)[C:5](=O)[C:4]1=[O:13])[CH3:2]. (5) The reactants are [C:1]([C:3]1[CH:4]=[C:5]([C:9]2[CH:14]=[C:13]([N+:15]([O-:17])=[O:16])[CH:12]=[CH:11][C:10]=2[O:18][CH3:19])[CH:6]=[CH:7][CH:8]=1)#[N:2].[ClH:20].CO. The catalyst is O1CCCC1. The product is [ClH:20].[NH2:2][CH2:1][C:3]1[CH:4]=[C:5]([C:9]2[CH:14]=[C:13]([N+:15]([O-:17])=[O:16])[CH:12]=[CH:11][C:10]=2[O:18][CH3:19])[CH:6]=[CH:7][CH:8]=1. The yield is 0.550.